Dataset: Full USPTO retrosynthesis dataset with 1.9M reactions from patents (1976-2016). Task: Predict the reactants needed to synthesize the given product. (1) Given the product [CH3:29][O:30][C:31]1[CH:36]=[C:35]([CH:34]=[CH:33][CH:32]=1)[O:1][C@H:2]([C:23]1[CH:24]=[CH:25][CH:26]=[CH:27][CH:28]=1)[CH2:3][CH2:4][N:5]1[CH2:10][CH2:9][CH:8]([C:11]2[CH:12]=[C:13]([NH:17][C:18](=[O:22])[CH:19]([CH3:21])[CH3:20])[CH:14]=[CH:15][CH:16]=2)[CH2:7][CH2:6]1, predict the reactants needed to synthesize it. The reactants are: [OH:1][C@@H:2]([C:23]1[CH:28]=[CH:27][CH:26]=[CH:25][CH:24]=1)[CH2:3][CH2:4][N:5]1[CH2:10][CH2:9][CH:8]([C:11]2[CH:12]=[C:13]([NH:17][C:18](=[O:22])[CH:19]([CH3:21])[CH3:20])[CH:14]=[CH:15][CH:16]=2)[CH2:7][CH2:6]1.[CH3:29][O:30][C:31]1[CH:32]=[C:33](O)[CH:34]=[CH:35][CH:36]=1.C1(P(C2C=CC=CC=2)C2C=CC=CC=2)C=CC=CC=1.N(C(OCC)=O)=NC(OCC)=O.N. (2) Given the product [O:1]=[C:2]1[CH2:10][C:9]2[C:4](=[CH:5][CH:6]=[C:7]([NH:21][C:20](=[O:25])[CH3:19])[CH:8]=2)[NH:3]1, predict the reactants needed to synthesize it. The reactants are: [O:1]=[C:2]1[CH2:10][C:9]2[C:4](=[CH:5][C:6](NC(=O)C)=[CH:7][CH:8]=2)[NH:3]1.NC1C=C2C(=CC=1)[NH:21][C:20](=[O:25])[CH2:19]2. (3) Given the product [F:21][C:19]([F:20])([F:22])[C:14]1[CH:15]=[CH:16][CH:17]=[CH:18][C:13]=1[C:11]1[N:12]=[C:8]([CH2:7][CH2:6][CH2:5][CH2:4][C:3]([OH:23])=[O:2])[O:9][CH:10]=1, predict the reactants needed to synthesize it. The reactants are: C[O:2][C:3](=[O:23])[CH2:4][CH2:5][CH2:6][CH2:7][C:8]1[O:9][CH:10]=[C:11]([C:13]2[CH:18]=[CH:17][CH:16]=[CH:15][C:14]=2[C:19]([F:22])([F:21])[F:20])[N:12]=1.C1COCC1.[OH-].[Na+]. (4) Given the product [NH:1]1[CH:5]=[CH:4][N:3]=[C:2]1[CH2:6][N:7]([CH2:14][C:15]1[CH:16]=[CH:17][C:18]([C:21]([N:23]2[CH2:24][CH2:25][N:26]([CH2:40][CH2:41][CH3:42])[CH2:27][CH2:28]2)=[O:22])=[CH:19][CH:20]=1)[CH2:8][C:9]1[NH:13][CH:12]=[CH:11][N:10]=1, predict the reactants needed to synthesize it. The reactants are: [NH:1]1[CH:5]=[CH:4][N:3]=[C:2]1[CH2:6][N:7]([CH2:14][C:15]1[CH:20]=[CH:19][C:18]([C:21]([N:23]2[CH2:28][CH2:27][NH:26][CH2:25][CH2:24]2)=[O:22])=[CH:17][CH:16]=1)[CH2:8][C:9]1[NH:10][CH:11]=[CH:12][N:13]=1.C([BH3-])#N.[Na+].C(OC)(OC)OC.[CH:40](=O)[CH2:41][CH3:42].